Dataset: Blood-brain barrier permeability regression values from the B3DB database. Task: Regression/Classification. Given a drug SMILES string, predict its absorption, distribution, metabolism, or excretion properties. Task type varies by dataset: regression for continuous measurements (e.g., permeability, clearance, half-life) or binary classification for categorical outcomes (e.g., BBB penetration, CYP inhibition). For this dataset (b3db_regression), we predict Y. The compound is CCCC(=O)C. The Y is -0.0100 log(BB ratio).